From a dataset of Caco-2 cell permeability data measuring drug intestinal absorption for ~900 compounds. Regression/Classification. Given a drug SMILES string, predict its absorption, distribution, metabolism, or excretion properties. Task type varies by dataset: regression for continuous measurements (e.g., permeability, clearance, half-life) or binary classification for categorical outcomes (e.g., BBB penetration, CYP inhibition). For this dataset (caco2_wang), we predict Y. (1) The molecule is C[C@@H](NC(=O)C1(NC(=O)C(F)(F)F)CC1)c1ccc(-c2cc(Cl)cc(F)c2-c2nnn(C)n2)cc1F. The Y is -4.64 log Papp (cm/s). (2) The molecule is COC(=O)C(C)NP(=O)(OC[C@@H]1C=C[C@H](n2cc(C)c(=O)[nH]c2=O)O1)Oc1ccc(Br)cc1. The Y is -5.70 log Papp (cm/s). (3) The compound is CCOC(=O)COc1ccc(C(=O)CN2CCN(C3CCN(C(=O)OC(C)OC(C)=O)CC3)CC2=O)cc1. The Y is -4.28 log Papp (cm/s). (4) The drug is C#CC#CC/C=C\CCCCC/C=C/C(=O)NCC(C)CC. The Y is -4.43 log Papp (cm/s). (5) The molecule is CC(=O)NC[C@H]1CN(c2ccc(N3CCOCC3)c(F)c2)C(=O)O1. The Y is -4.68 log Papp (cm/s). (6) The drug is CC[C@]1(O)C[C@H]2CN(CCc3c([nH]c4ccccc34)[C@@](C(=O)OC)(c3cc4c(cc3OC)N(C)[C@H]3[C@@]5(C[C@]6(CC)C=CCN7CC[C@]43[C@@H]76)OC(=O)N(CCCl)C5=O)C2)C1. The Y is -4.86 log Papp (cm/s). (7) The compound is Cc1onc(-c2ccccc2Cl)c1C(=O)N[C@@H]1C(=O)N2[C@@H](C(=O)O)C(C)(C)S[C@H]12. The Y is -5.58 log Papp (cm/s). (8) The molecule is CCCOc1ccc2c(c1)[C@@H](c1ccc(OC)cc1OCC(=O)O)[C@H](C(=O)O)C2. The Y is -5.23 log Papp (cm/s). (9) The compound is CC(O)(CS(=O)(=O)c1ccc(F)cc1)C(=O)Nc1ccc(C#N)c(C(F)(F)F)c1. The Y is -4.66 log Papp (cm/s). (10) The molecule is CC(C)S(=O)(=O)n1c(N)nc2ccc(/C(=C/C(N)=O)c3c(F)c(F)cc(F)c3F)cc21. The Y is -4.20 log Papp (cm/s).